From a dataset of Catalyst prediction with 721,799 reactions and 888 catalyst types from USPTO. Predict which catalyst facilitates the given reaction. (1) Reactant: [F:1][C:2]([F:53])([F:52])[C:3]1[CH:4]=[C:5]([CH:49]=[CH:50][CH:51]=1)[CH2:6][NH:7][C:8]([C:10]1[CH:15]=[CH:14][N:13]=[C:12]([C:16]2[CH:21]=[C:20]([N:22]3[CH2:27][CH2:26][CH2:25][CH2:24][CH2:23]3)[CH:19]=[CH:18][C:17]=2[NH:28][C:29](=[O:48])[C:30]2[CH:47]=[CH:46][CH:45]=[C:32]([C:33]([N:35]([CH3:44])[CH2:36][CH2:37][N:38]3[CH2:43][CH2:42][NH:41][CH2:40][CH2:39]3)=[O:34])[CH:31]=2)[CH:11]=1)=[O:9].[CH2:54]([N:56]([CH2:59]C)CC)[CH3:55].[C:61](Cl)(=O)[O:62]C1C=CC([N+]([O-])=O)=CC=1.C(=O)(O)[O-:75].[Na+]. Product: [CH3:61][O:62][CH2:55][CH2:54][NH:56][C:59]([N:41]1[CH2:40][CH2:39][N:38]([CH2:37][CH2:36][N:35]([CH3:44])[C:33](=[O:34])[C:32]2[CH:45]=[CH:46][CH:47]=[C:30]([C:29]([NH:28][C:17]3[CH:18]=[CH:19][C:20]([N:22]4[CH2:27][CH2:26][CH2:25][CH2:24][CH2:23]4)=[CH:21][C:16]=3[C:12]3[CH:11]=[C:10]([C:8](=[O:9])[NH:7][CH2:6][C:5]4[CH:49]=[CH:50][CH:51]=[C:3]([C:2]([F:1])([F:52])[F:53])[CH:4]=4)[CH:15]=[CH:14][N:13]=3)=[O:48])[CH:31]=2)[CH2:43][CH2:42]1)=[O:75]. The catalyst class is: 4. (2) Reactant: [Cl:1][C:2]1[C:11]2[N:10]=[C:9]([C:12]3[N:16]([C:17]4[C:22]([Cl:23])=[CH:21][CH:20]=[CH:19][N:18]=4)[N:15]=[C:14]([Cl:24])[CH:13]=3)[O:8][C:7](=[O:25])[C:6]=2[CH:5]=[C:4]([C:26]#[N:27])[CH:3]=1.[CH3:28][NH2:29]. Product: [Cl:24][C:14]1[CH:13]=[C:12]([C:9]([NH:10][C:11]2[C:6]([C:7]([NH:29][CH3:28])=[O:25])=[CH:5][C:4]([C:26]#[N:27])=[CH:3][C:2]=2[Cl:1])=[O:8])[N:16]([C:17]2[C:22]([Cl:23])=[CH:21][CH:20]=[CH:19][N:18]=2)[N:15]=1. The catalyst class is: 7. (3) Reactant: [N+](=[CH:3][C:4](=[O:14])[CH2:5][NH:6][C:7](=[O:13])[O:8][C:9]([CH3:12])([CH3:11])[CH3:10])=[N-].Br.[F:16][C:17]1[CH:18]=[C:19]([N:23]2[C:28](=[O:29])[C:27]3[C:30]([C:33]4[CH:38]=[CH:37][CH:36]=[CH:35][CH:34]=4)=[CH:31][S:32][C:26]=3[N:25]=[C:24]2[SH:39])[CH:20]=[CH:21][CH:22]=1.C([O-])([O-])=O.[K+].[K+]. Product: [C:9]([O:8][C:7](=[O:13])[NH:6][CH2:5][C:4](=[O:14])[CH2:3][S:39][C:24]1[N:23]([C:19]2[CH:20]=[CH:21][CH:22]=[C:17]([F:16])[CH:18]=2)[C:28](=[O:29])[C:27]2[C:30]([C:33]3[CH:38]=[CH:37][CH:36]=[CH:35][CH:34]=3)=[CH:31][S:32][C:26]=2[N:25]=1)([CH3:12])([CH3:11])[CH3:10]. The catalyst class is: 28. (4) Reactant: [CH:1]([C:3]1[CH:4]=[C:5]2[C:9](=[CH:10][CH:11]=1)[NH:8][C:7]([C:12]([NH2:14])=[O:13])=[C:6]2[S:15][C:16]1[CH:21]=[CH:20][CH:19]=[CH:18][CH:17]=1)=O.[F:22][C:23]([F:32])([F:31])[C:24]1[CH:25]=[C:26]([CH:28]=[CH:29][CH:30]=1)[NH2:27]. Product: [C:16]1([S:15][C:6]2[C:5]3[C:9](=[CH:10][CH:11]=[C:3]([CH2:1][NH:27][C:26]4[CH:28]=[CH:29][CH:30]=[C:24]([C:23]([F:22])([F:31])[F:32])[CH:25]=4)[CH:4]=3)[NH:8][C:7]=2[C:12]([NH2:14])=[O:13])[CH:21]=[CH:20][CH:19]=[CH:18][CH:17]=1. The catalyst class is: 100. (5) Reactant: C[O:2][C:3](OC)([CH3:32])[C:4]([C:6]1[CH:10]([C:11]2[CH:16]=[CH:15][CH:14]=[CH:13][C:12]=2[O:17][CH3:18])[N:9]([C:19]2[CH:24]=[CH:23][C:22]([C:25]3[CH:29]=[CH:28][O:27][N:26]=3)=[CH:21][CH:20]=2)[C:8](=[O:30])[C:7]=1[OH:31])=[O:5].C(O)(=O)C. Product: [O:5]=[C:4]([C:6]1[CH:10]([C:11]2[CH:16]=[CH:15][CH:14]=[CH:13][C:12]=2[O:17][CH3:18])[N:9]([C:19]2[CH:24]=[CH:23][C:22]([C:25]3[CH:29]=[CH:28][O:27][N:26]=3)=[CH:21][CH:20]=2)[C:8](=[O:30])[C:7]=1[OH:31])[C:3](=[O:2])[CH3:32]. The catalyst class is: 6. (6) Reactant: Cl.[NH:2]1[CH2:7][CH2:6][C:5]2([C:15]3[C:10](=[CH:11][CH:12]=[CH:13][CH:14]=3)[C:9](=[O:16])[O:8]2)[CH2:4][CH2:3]1.[C:17]1([C:23]2[N:24]=[CH:25][C:26]([NH:29][C:30](=O)[O:31]C3C=CC=CC=3)=[N:27][CH:28]=2)[CH:22]=[CH:21][CH:20]=[CH:19][CH:18]=1.CS(C)=O.CN(C)CC1C=CC=CC=1. Product: [O:16]=[C:9]1[C:10]2[C:15](=[CH:14][CH:13]=[CH:12][CH:11]=2)[C:5]2([CH2:6][CH2:7][N:2]([C:30]([NH:29][C:26]3[CH:25]=[N:24][C:23]([C:17]4[CH:18]=[CH:19][CH:20]=[CH:21][CH:22]=4)=[CH:28][N:27]=3)=[O:31])[CH2:3][CH2:4]2)[O:8]1. The catalyst class is: 47. (7) Reactant: Cl[C:2]1[N:7]=[C:6]([C:8]#[N:9])[C:5]([N+:10]([O-:12])=[O:11])=[CH:4][CH:3]=1.[CH3:13][O:14][C:15]1[CH:16]=[C:17](B(O)O)[CH:18]=[CH:19][C:20]=1[O:21][CH3:22].C(=O)([O-])[O-].[K+].[K+]. Product: [CH3:13][O:14][C:15]1[CH:16]=[C:17]([C:2]2[N:7]=[C:6]([C:8]#[N:9])[C:5]([N+:10]([O-:12])=[O:11])=[CH:4][CH:3]=2)[CH:18]=[CH:19][C:20]=1[O:21][CH3:22]. The catalyst class is: 109. (8) Reactant: [Cl:1][C:2]1[C:6]([CH3:7])=[C:5]([C:8]2[CH:9]=[C:10]([C:13]([OH:15])=O)[S:11][CH:12]=2)[N:4]([CH3:16])[N:3]=1.[NH2:17][C@@H:18]([CH2:31][C:32]1[CH:37]=[CH:36][C:35]([F:38])=[CH:34][CH:33]=1)[CH2:19][N:20]1[C:28](=[O:29])[C:27]2[C:22](=[CH:23][CH:24]=[CH:25][CH:26]=2)[C:21]1=[O:30].CC(OC(N[C@H](C(O)=O)CC1C=CC=CC=1C(F)(F)F)=O)(C)C.C1CN([P+](Br)(N2CCCC2)N2CCCC2)CC1.F[P-](F)(F)(F)(F)F.CCN(C(C)C)C(C)C. Product: [Cl:1][C:2]1[C:6]([CH3:7])=[C:5]([C:8]2[CH:9]=[C:10]([C:13]([NH:17][C@@H:18]([CH2:31][C:32]3[CH:33]=[CH:34][C:35]([F:38])=[CH:36][CH:37]=3)[CH2:19][N:20]3[C:28](=[O:29])[C:27]4[C:22](=[CH:23][CH:24]=[CH:25][CH:26]=4)[C:21]3=[O:30])=[O:15])[S:11][CH:12]=2)[N:4]([CH3:16])[N:3]=1. The catalyst class is: 22. (9) Reactant: [O:1]([CH2:8][C@H:9]1[O:11][CH2:10]1)[C:2]1[CH:7]=[CH:6][CH:5]=[CH:4][CH:3]=1.[CH2:12]([NH:19][CH:20]1[CH2:26][CH2:25][CH2:24][C:23]2[C:27]([OH:31])=[CH:28][CH:29]=[CH:30][C:22]=2[CH2:21]1)[C:13]1[CH:18]=[CH:17][CH:16]=[CH:15][CH:14]=1.FC(F)(F)S([O-])(=O)=O.[Yb+3].FC(F)(F)S([O-])(=O)=O.FC(F)(F)S([O-])(=O)=O. Product: [CH2:12]([N:19]([CH:20]1[CH2:26][CH2:25][CH2:24][C:23]2[C:27]([OH:31])=[CH:28][CH:29]=[CH:30][C:22]=2[CH2:21]1)[CH2:10][C@H:9]([OH:11])[CH2:8][O:1][C:2]1[CH:3]=[CH:4][CH:5]=[CH:6][CH:7]=1)[C:13]1[CH:14]=[CH:15][CH:16]=[CH:17][CH:18]=1. The catalyst class is: 4.